Predict the reaction yield, written as a fraction of the theoretical maximum amount of product (1.0 means a 100% yield; for example, 0.34 means a 34% yield). From a dataset of Reaction yield outcomes from USPTO patents with 853,638 reactions. (1) The reactants are [NH2:1][C:2]1[C:6]([N+:7]([O-])=O)=[CH:5][N:4]([C:10]2[CH:15]=[CH:14][CH:13]=[CH:12][CH:11]=2)[N:3]=1.Cl. The catalyst is CO.[C].[Pd]. The product is [NH2:1][C:2]1[C:6]([NH2:7])=[CH:5][N:4]([C:10]2[CH:15]=[CH:14][CH:13]=[CH:12][CH:11]=2)[N:3]=1. The yield is 0.586. (2) The reactants are [CH3:1][C:2]1[C:3]([S:8][C:9]2[CH:10]=[C:11]([O:31][C:32]3[C:33]([CH3:38])=[N:34][CH:35]=[CH:36][CH:37]=3)[C:12]([NH:15][C:16]3[S:20][N:19]=[C:18]([C@H:21]4[CH2:25][O:24]C5(CCCCC5)[O:22]4)[N:17]=3)=[N:13][CH:14]=2)=[N:4][CH:5]=[CH:6][CH:7]=1.[ClH:39]. The catalyst is C(O)C. The product is [ClH:39].[CH3:1][C:2]1[C:3]([S:8][C:9]2[CH:10]=[C:11]([O:31][C:32]3[C:33]([CH3:38])=[N:34][CH:35]=[CH:36][CH:37]=3)[C:12]([NH:15][C:16]3[S:20][N:19]=[C:18]([C@H:21]([OH:22])[CH2:25][OH:24])[N:17]=3)=[N:13][CH:14]=2)=[N:4][CH:5]=[CH:6][CH:7]=1. The yield is 0.865. (3) The reactants are Cl[C:2]1[C:7]([O:8][CH3:9])=[CH:6][C:5]([N+:10]([O-:12])=[O:11])=[C:4]([O:13][CH3:14])[CH:3]=1.C([O-])([O-])=O.[K+].[K+].[N:21]1([CH:27]2[CH2:32][CH2:31][NH:30][CH2:29][CH2:28]2)[CH2:26][CH2:25][CH2:24][CH2:23][CH2:22]1.O. The catalyst is CS(C)=O. The product is [CH3:9][O:8][C:7]1[CH:6]=[C:5]([N+:10]([O-:12])=[O:11])[C:4]([O:13][CH3:14])=[CH:3][C:2]=1[N:30]1[CH2:31][CH2:32][CH:27]([N:21]2[CH2:26][CH2:25][CH2:24][CH2:23][CH2:22]2)[CH2:28][CH2:29]1. The yield is 0.370. (4) The reactants are [Cl:1][C:2]1[CH:7]=[CH:6][C:5]([C:8]2([C:12]([N:14]3[CH2:19][CH2:18][CH2:17][CH:16]([CH2:20]OS(C)(=O)=O)[CH2:15]3)=[O:13])[CH2:11][CH2:10][CH2:9]2)=[CH:4][CH:3]=1.[CH3:26][O:27][C:28]1[CH:33]=[CH:32][CH:31]=[CH:30][C:29]=1[N:34]1[CH2:39][CH2:38][NH:37][CH2:36][CH2:35]1.C(N(CC)CC)C. The catalyst is C(#N)C. The product is [Cl:1][C:2]1[CH:7]=[CH:6][C:5]([C:8]2([C:12]([N:14]3[CH2:19][CH2:18][CH2:17][CH:16]([CH2:20][N:37]4[CH2:38][CH2:39][N:34]([C:29]5[CH:30]=[CH:31][CH:32]=[CH:33][C:28]=5[O:27][CH3:26])[CH2:35][CH2:36]4)[CH2:15]3)=[O:13])[CH2:11][CH2:10][CH2:9]2)=[CH:4][CH:3]=1. The yield is 0.430.